This data is from NCI-60 drug combinations with 297,098 pairs across 59 cell lines. The task is: Regression. Given two drug SMILES strings and cell line genomic features, predict the synergy score measuring deviation from expected non-interaction effect. (1) Drug 1: C1=NC(=NC(=O)N1C2C(C(C(O2)CO)O)O)N. Drug 2: N.N.Cl[Pt+2]Cl. Cell line: EKVX. Synergy scores: CSS=6.80, Synergy_ZIP=1.58, Synergy_Bliss=4.55, Synergy_Loewe=0.242, Synergy_HSA=0.460. (2) Drug 1: C1C(C(OC1N2C=NC3=C(N=C(N=C32)Cl)N)CO)O. Drug 2: CC1C(C(CC(O1)OC2CC(CC3=C2C(=C4C(=C3O)C(=O)C5=CC=CC=C5C4=O)O)(C(=O)C)O)N)O. Cell line: ACHN. Synergy scores: CSS=57.8, Synergy_ZIP=-7.33, Synergy_Bliss=-6.83, Synergy_Loewe=-12.7, Synergy_HSA=-4.56. (3) Drug 1: C1=NC2=C(N1)C(=S)N=C(N2)N. Drug 2: C1=NC2=C(N1)C(=S)N=CN2. Cell line: SK-OV-3. Synergy scores: CSS=38.8, Synergy_ZIP=-17.3, Synergy_Bliss=-19.3, Synergy_Loewe=-17.8, Synergy_HSA=-14.7.